Dataset: Catalyst prediction with 721,799 reactions and 888 catalyst types from USPTO. Task: Predict which catalyst facilitates the given reaction. (1) Reactant: [NH2:1][C:2]1[CH:7]=[CH:6][C:5]([C:8]2[CH:9]=[CH:10][C:11]([NH:14][CH2:15][CH2:16][N:17]3[CH2:22][CH2:21][CH2:20][CH2:19][CH2:18]3)=[N:12][CH:13]=2)=[CH:4][C:3]=1[F:23].C(N(CC)CC)C.[C:31]([C:35]1[O:39][N:38]=[C:37]([NH:40][C:41](=O)[O:42]C2C=CC=CC=2)[CH:36]=1)([CH3:34])([CH3:33])[CH3:32]. Product: [C:31]([C:35]1[O:39][N:38]=[C:37]([NH:40][C:41]([NH:1][C:2]2[CH:7]=[CH:6][C:5]([C:8]3[CH:13]=[N:12][C:11]([NH:14][CH2:15][CH2:16][N:17]4[CH2:22][CH2:21][CH2:20][CH2:19][CH2:18]4)=[CH:10][CH:9]=3)=[CH:4][C:3]=2[F:23])=[O:42])[CH:36]=1)([CH3:34])([CH3:32])[CH3:33]. The catalyst class is: 239. (2) Reactant: [C:1]([O:8][CH2:9][CH:10]([CH2:20][CH2:21][CH2:22][OH:23])[CH2:11][O:12][C:13](=[O:19])[CH2:14][CH2:15][CH2:16][CH2:17][CH3:18])(=[O:7])[CH2:2][CH2:3][CH2:4][CH2:5][CH3:6].CC(C)=[O:26].OS(O)(=O)=O.O=[Cr](=O)=O.CO. Product: [C:1]([O:8][CH2:9][CH:10]([CH2:11][O:12][C:13](=[O:19])[CH2:14][CH2:15][CH2:16][CH2:17][CH3:18])[CH2:20][CH2:21][C:22]([OH:26])=[O:23])(=[O:7])[CH2:2][CH2:3][CH2:4][CH2:5][CH3:6]. The catalyst class is: 21. (3) Reactant: [CH3:1][O:2][C:3]1[CH:4]=[C:5]([CH:7]=[CH:8][C:9]=1[N:10]1[CH2:15][CH2:14][CH:13]([N:16]2[CH2:21][CH2:20][O:19][CH2:18][CH2:17]2)[CH2:12][CH2:11]1)[NH2:6].C(=O)([O-])[O-].[K+].[K+].[Cl:28][C:29]1[N:34]=[C:33](Cl)[N:32]=[CH:31][N:30]=1. Product: [Cl:28][C:29]1[N:34]=[CH:33][N:32]=[C:31]([NH:6][C:5]2[CH:7]=[CH:8][C:9]([N:10]3[CH2:11][CH2:12][CH:13]([N:16]4[CH2:17][CH2:18][O:19][CH2:20][CH2:21]4)[CH2:14][CH2:15]3)=[C:3]([O:2][CH3:1])[CH:4]=2)[N:30]=1. The catalyst class is: 4. (4) Product: [OH:1][C:2]1[C:3]([CH:28]=[N:31][OH:32])=[N:4][C:5]([CH2:8][CH2:9][CH2:10][CH2:11][NH:12][C:13]2[C:22]3[C:17](=[CH:18][CH:19]=[CH:20][CH:21]=3)[N:16]=[C:15]3[CH2:23][CH2:24][CH2:25][CH2:26][CH2:27][C:14]=23)=[CH:6][CH:7]=1. The catalyst class is: 8. Reactant: [OH:1][C:2]1[C:3]([CH:28]=O)=[N:4][C:5]([CH2:8][CH2:9][CH2:10][CH2:11][NH:12][C:13]2[C:22]3[C:17](=[CH:18][CH:19]=[CH:20][CH:21]=3)[N:16]=[C:15]3[CH2:23][CH2:24][CH2:25][CH2:26][CH2:27][C:14]=23)=[CH:6][CH:7]=1.Cl.[NH2:31][OH:32].CC(O[Na])=O. (5) Reactant: [C:1]([O:5][C:6](=[O:16])[NH:7][C:8]1[CH:13]=[C:12]([F:14])[CH:11]=[CH:10][C:9]=1[Br:15])([CH3:4])([CH3:3])[CH3:2].[H-].[Na+].I[CH3:20]. Product: [C:1]([O:5][C:6](=[O:16])[N:7]([C:8]1[CH:13]=[C:12]([F:14])[CH:11]=[CH:10][C:9]=1[Br:15])[CH3:20])([CH3:4])([CH3:2])[CH3:3]. The catalyst class is: 9. (6) Reactant: [OH:1][CH:2]1[CH2:5][O:4][CH2:3]1.Cl[C:7]1[N:11]=[C:10]([CH:12]2[CH2:17][CH:16]([C:18]3[CH:23]=[CH:22][C:21]([C:24]([F:27])([F:26])[F:25])=[CH:20][CH:19]=3)[CH2:15][N:14]([C:28]([N:30]3[CH2:35][CH2:34][O:33][CH2:32][CH2:31]3)=[O:29])[CH2:13]2)[O:9][N:8]=1. Product: [N:30]1([C:28]([N:14]2[CH2:15][CH:16]([C:18]3[CH:19]=[CH:20][C:21]([C:24]([F:26])([F:27])[F:25])=[CH:22][CH:23]=3)[CH2:17][CH:12]([C:10]3[O:9][N:8]=[C:7]([O:1][CH:2]4[CH2:5][O:4][CH2:3]4)[N:11]=3)[CH2:13]2)=[O:29])[CH2:31][CH2:32][O:33][CH2:34][CH2:35]1. The catalyst class is: 12.